From a dataset of Catalyst prediction with 721,799 reactions and 888 catalyst types from USPTO. Predict which catalyst facilitates the given reaction. (1) Product: [Br:2][CH2:21][C:16]1[CH:17]=[CH:18][CH:19]=[C:20]2[C:15]=1[CH:14]=[CH:13][N:12]2[C:5]([O:7][C:8]([CH3:11])([CH3:10])[CH3:9])=[O:6]. The catalyst class is: 876. Reactant: P(Br)(Br)[Br:2].[C:5]([N:12]1[C:20]2[C:15](=[C:16]([CH2:21]O)[CH:17]=[CH:18][CH:19]=2)[CH:14]=[CH:13]1)([O:7][C:8]([CH3:11])([CH3:10])[CH3:9])=[O:6].C([O-])(O)=O.[Na+]. (2) Reactant: [F:1][C:2]([F:26])([F:25])[C:3]1[CH:8]=[CH:7][C:6]([C:9]2[S:13][C:12]([C:14]3[CH:24]=[CH:23][C:17]([C:18]([O:20]CC)=[O:19])=[CH:16][CH:15]=3)=[CH:11][CH:10]=2)=[CH:5][CH:4]=1.[OH-].[Na+].O1CCCC1.Cl. Product: [F:25][C:2]([F:1])([F:26])[C:3]1[CH:4]=[CH:5][C:6]([C:9]2[S:13][C:12]([C:14]3[CH:24]=[CH:23][C:17]([C:18]([OH:20])=[O:19])=[CH:16][CH:15]=3)=[CH:11][CH:10]=2)=[CH:7][CH:8]=1. The catalyst class is: 97. (3) Reactant: [CH3:1][Mg]Br.[Br:4][C:5]1[CH:16]=[CH:15][C:8]([C:9](N(OC)C)=[O:10])=[C:7]([Cl:17])[CH:6]=1.[Cl-].[NH4+]. Product: [Br:4][C:5]1[CH:16]=[CH:15][C:8]([C:9](=[O:10])[CH3:1])=[C:7]([Cl:17])[CH:6]=1. The catalyst class is: 7. (4) Reactant: [C:1]([C:3]1[CH:8]=[CH:7][C:6]([C@@H:9]2[C:14]([C:15]([OH:17])=O)=[C:13]([CH3:18])[N:12]([C:19]3[CH:24]=[CH:23][CH:22]=[C:21]([C:25]([F:28])([F:27])[F:26])[CH:20]=3)[C:11](=[O:29])[NH:10]2)=[C:5]([S:30]([CH3:33])(=[O:32])=[O:31])[CH:4]=1)#[N:2].C[N:35](C(ON1N=NC2C=CC=NC1=2)=[N+](C)C)C.F[P-](F)(F)(F)(F)F.[Cl-].[NH4+].CCN(C(C)C)C(C)C. Product: [C:1]([C:3]1[CH:8]=[CH:7][C:6]([C@@H:9]2[C:14]([C:15]([NH2:35])=[O:17])=[C:13]([CH3:18])[N:12]([C:19]3[CH:24]=[CH:23][CH:22]=[C:21]([C:25]([F:26])([F:27])[F:28])[CH:20]=3)[C:11](=[O:29])[NH:10]2)=[C:5]([S:30]([CH3:33])(=[O:32])=[O:31])[CH:4]=1)#[N:2]. The catalyst class is: 3. (5) Reactant: [N+:1]([O-:4])([OH:3])=[O:2].S(=O)(=O)(O)O.[CH3:10][C:11]1[N:12]=[C:13]([C:19]2[CH:20]=[N:21][CH:22]=[CH:23][CH:24]=2)[S:14][C:15]=1[CH2:16][CH2:17]O.[OH-].[Na+]. Product: [CH3:10][C:11]1[N:12]=[C:13]([C:19]2[CH:20]=[N:21][CH:22]=[CH:23][CH:24]=2)[S:14][C:15]=1[CH2:16][CH2:17][O:2][N+:1]([O-:4])=[O:3]. The catalyst class is: 6. (6) Reactant: Br[C:2]12[CH2:11][CH:6]3[CH2:7][CH:8]([CH2:10][C:4](Br)([CH2:5]3)[CH2:3]1)[CH2:9]2.[C:13]1([OH:19])[CH:18]=[CH:17][CH:16]=[CH:15][CH:14]=1. Product: [OH:19][C:13]1[CH:18]=[CH:17][C:16]([C:2]23[CH2:11][CH:6]4[CH2:7][CH:8]([CH2:10][C:4]([C:16]5[CH:17]=[CH:18][C:13]([OH:19])=[CH:14][CH:15]=5)([CH2:5]4)[CH2:3]2)[CH2:9]3)=[CH:15][CH:14]=1. The catalyst class is: 5. (7) Reactant: [CH2:1]([O:3][C:4]1[CH:13]=[C:12]2[C:7]([C:8]([NH:19][C:20]3[CH:25]=[CH:24][C:23]([CH3:26])=[CH:22][C:21]=3[F:27])=[C:9]([C:14](OCC)=[O:15])[CH:10]=[N:11]2)=[CH:6][C:5]=1[CH:28]1[CH2:33][CH2:32][N:31]([CH3:34])[CH2:30][CH2:29]1)[CH3:2].C([NH2:37])=O.C[O-].[Na+]. Product: [CH2:1]([O:3][C:4]1[CH:13]=[C:12]2[C:7]([C:8]([NH:19][C:20]3[CH:25]=[CH:24][C:23]([CH3:26])=[CH:22][C:21]=3[F:27])=[C:9]([C:14]([NH2:37])=[O:15])[CH:10]=[N:11]2)=[CH:6][C:5]=1[CH:28]1[CH2:29][CH2:30][N:31]([CH3:34])[CH2:32][CH2:33]1)[CH3:2]. The catalyst class is: 1. (8) Product: [S:1]1[CH:5]=[CH:4][C:3]([CH2:6][O:7][CH2:8][C:9]2[O:13][N:12]=[C:11]([C:14]([OH:16])=[O:15])[CH:10]=2)=[CH:2]1. The catalyst class is: 8. Reactant: [S:1]1[CH:5]=[CH:4][C:3]([CH2:6][O:7][CH2:8][C:9]2[O:13][N:12]=[C:11]([C:14]([O:16]CC)=[O:15])[CH:10]=2)=[CH:2]1.[OH-].[Na+]. (9) Reactant: [Br:1][C:2]1[C:10]2[C:5](=[N:6][C:7]([CH3:22])=[CH:8][C:9]=2[NH:11][S:12]([C:15]2[CH:20]=[CH:19][CH:18]=[C:17]([Cl:21])[CH:16]=2)(=[O:14])=[O:13])[S:4][C:3]=1[C:23]1[CH:24]=[N:25][NH:26][CH:27]=1.[CH3:28][C:29]([O:32][C:33](O[C:33]([O:32][C:29]([CH3:31])([CH3:30])[CH3:28])=[O:34])=[O:34])([CH3:31])[CH3:30].CCN(CC)CC. Product: [Br:1][C:2]1[C:10]2[C:5](=[N:6][C:7]([CH3:22])=[CH:8][C:9]=2[NH:11][S:12]([C:15]2[CH:20]=[CH:19][CH:18]=[C:17]([Cl:21])[CH:16]=2)(=[O:14])=[O:13])[S:4][C:3]=1[C:23]1[CH:27]=[N:26][N:25]([C:33]([O:32][C:29]([CH3:31])([CH3:30])[CH3:28])=[O:34])[CH:24]=1. The catalyst class is: 616. (10) Product: [O:17]1[CH2:21][CH2:20][CH:19]([CH2:22][NH:23][C:11]([C:8]2[CH:7]=[C:6]([CH2:5][C:4]3[CH:14]=[CH:15][CH:16]=[C:2]([CH3:1])[CH:3]=3)[O:10][N:9]=2)=[O:13])[CH2:18]1. The catalyst class is: 408. Reactant: [CH3:1][C:2]1[CH:3]=[C:4]([CH:14]=[CH:15][CH:16]=1)[CH2:5][C:6]1[O:10][N:9]=[C:8]([C:11]([OH:13])=O)[CH:7]=1.[O:17]1[CH2:21][CH2:20][CH:19]([CH2:22][NH2:23])[CH2:18]1.C(N(CC)CC)C.ON1C2C=CC=CC=2N=N1.Cl.C(N=C=NCCCN(C)C)C.